Dataset: TCR-epitope binding with 47,182 pairs between 192 epitopes and 23,139 TCRs. Task: Binary Classification. Given a T-cell receptor sequence (or CDR3 region) and an epitope sequence, predict whether binding occurs between them. (1) The epitope is RLRAEAQVK. The TCR CDR3 sequence is CAISGPGTGNHYEQYF. Result: 0 (the TCR does not bind to the epitope). (2) The epitope is RQLLFVVEV. The TCR CDR3 sequence is CASSHPGGGELFF. Result: 0 (the TCR does not bind to the epitope).